This data is from Forward reaction prediction with 1.9M reactions from USPTO patents (1976-2016). The task is: Predict the product of the given reaction. (1) Given the reactants [CH:1]1([N:7]2[C:11]3[CH:12]=[CH:13][C:14]([C:16]([OH:18])=[O:17])=[CH:15][C:10]=3[N:9]=[C:8]2[C:19]2[CH:20]=[C:21]3[C:26](=[CH:27][CH:28]=2)[N:25]=[C:24]([C:29]2[CH:34]=[CH:33][CH:32]=[CH:31][CH:30]=2)[CH:23]=[C:22]3[N:35](C)[CH3:36])[CH2:6][CH2:5][CH2:4][CH2:3][CH2:2]1.C(OC(C1C=CC2N(C3CCCCC3)C(C3[CH:51]=[C:52]4C(=CC=3)N=[C:55](C3C=CC=CC=3)[CH:54]=[C:53]4[Cl:66])=NC=2C=1)=O)C.ClC1C=CC(N)=CC=1, predict the reaction product. The product is: [Cl:66][C:53]1[CH:54]=[CH:55][C:36]([NH:35][C:22]2[C:21]3[C:26](=[CH:27][CH:28]=[C:19]([C:8]4[N:7]([CH:1]5[CH2:2][CH2:3][CH2:4][CH2:5][CH2:6]5)[C:11]5[CH:12]=[CH:13][C:14]([C:16]([OH:18])=[O:17])=[CH:15][C:10]=5[N:9]=4)[CH:20]=3)[N:25]=[C:24]([C:29]3[CH:30]=[CH:31][CH:32]=[CH:33][CH:34]=3)[CH:23]=2)=[CH:51][CH:52]=1. (2) Given the reactants C(NC(C)C)(C)C.C([Li])CCC.[CH2:13]1[C:17]2([CH2:22][CH2:21][CH2:20][CH:19]=[C:18]2[C:23](=[O:25])[CH3:24])[CH2:16][CH2:15][CH2:14]1.[CH:26](=[O:28])[CH3:27].[NH4+].[Cl-], predict the reaction product. The product is: [OH:28][CH:26]([CH3:27])[CH2:24][C:23]([C:18]1[C:17]2([CH2:22][CH2:21][CH2:20][CH:19]=1)[CH2:13][CH2:14][CH2:15][CH2:16]2)=[O:25]. (3) The product is: [BrH:39].[CH3:23][N:24]1[CH2:28][CH2:27][CH2:26][C@@H:25]1[CH2:29][C:30]1[C:38]2[C:33](=[CH:34][CH:35]=[C:36]([CH:41]=[CH:40][S:42]([C:45]3[CH:50]=[CH:49][CH:48]=[CH:47][CH:46]=3)(=[O:43])=[O:44])[CH:37]=2)[NH:32][CH:31]=1. Given the reactants C1(C)C=CC=CC=1P(C1C=CC=CC=1C)C1C=CC=CC=1C.[CH3:23][N:24]1[CH2:28][CH2:27][CH2:26][C@@H:25]1[CH2:29][C:30]1[C:38]2[C:33](=[CH:34][CH:35]=[C:36]([Br:39])[CH:37]=2)[NH:32][CH:31]=1.[CH:40]([S:42]([C:45]1[CH:50]=[CH:49][CH:48]=[CH:47][CH:46]=1)(=[O:44])=[O:43])=[CH2:41].C(N(CC)CC)C, predict the reaction product. (4) Given the reactants [Br:1][C:2]1[CH:3]=[CH:4][C:5]([N:10]2[CH2:15][CH2:14][CH2:13][CH2:12][CH:11]2[CH3:16])=[C:6]([CH:9]=1)[CH:7]=[O:8].[BH4-].[Na+], predict the reaction product. The product is: [Br:1][C:2]1[CH:3]=[CH:4][C:5]([N:10]2[CH2:15][CH2:14][CH2:13][CH2:12][CH:11]2[CH3:16])=[C:6]([CH2:7][OH:8])[CH:9]=1.